This data is from Full USPTO retrosynthesis dataset with 1.9M reactions from patents (1976-2016). The task is: Predict the reactants needed to synthesize the given product. (1) Given the product [C:1]([O:5][C:6](=[O:7])[NH:8][C@@H:9]1[CH2:14][CH2:13][C@@H:12]([C:15](=[O:16])[NH2:21])[CH2:11][C@H:10]1[O:18][CH3:19])([CH3:4])([CH3:3])[CH3:2], predict the reactants needed to synthesize it. The reactants are: [C:1]([O:5][C:6]([NH:8][C@@H:9]1[CH2:14][CH2:13][C@@H:12]([C:15](O)=[O:16])[CH2:11][C@H:10]1[O:18][CH3:19])=[O:7])([CH3:4])([CH3:3])[CH3:2].O[N:21]1C2N=CC=CC=2N=N1.Cl.CN(C)CCCN=C=NCC.C(=O)([O-])O.[NH4+]. (2) Given the product [C:18]([O:22][C:23](=[O:42])[N:24]([CH2:31][C:32]1[CH:41]=[CH:40][C:35]2[O:36][CH2:37][CH2:38][O:39][C:34]=2[CH:33]=1)[CH:25]1[CH2:30][CH2:29][N:28]([CH2:15][CH2:14][N:7]2[C:8]3[C:13](=[CH:12][CH:11]=[CH:10][CH:9]=3)[N:4]([C:1](=[O:3])[CH3:2])[CH2:5][C:6]2=[O:17])[CH2:27][CH2:26]1)([CH3:21])([CH3:19])[CH3:20], predict the reactants needed to synthesize it. The reactants are: [C:1]([N:4]1[C:13]2[C:8](=[CH:9][CH:10]=[CH:11][CH:12]=2)[N:7]([CH2:14][CH:15]=O)[C:6](=[O:17])[CH2:5]1)(=[O:3])[CH3:2].[C:18]([O:22][C:23](=[O:42])[N:24]([CH2:31][C:32]1[CH:41]=[CH:40][C:35]2[O:36][CH2:37][CH2:38][O:39][C:34]=2[CH:33]=1)[CH:25]1[CH2:30][CH2:29][NH:28][CH2:27][CH2:26]1)([CH3:21])([CH3:20])[CH3:19].C(O[BH-](OC(=O)C)OC(=O)C)(=O)C.[Na+].C(=O)([O-])O.[Na+]. (3) Given the product [Cl:1][C:2]1[CH:11]=[C:10]([C:12](=[O:14])[CH3:13])[C:9]([N:15]2[CH2:16][CH2:17][N:18]([C:25](=[O:26])[C:24]3[CH:28]=[CH:29][CH:30]=[C:22]([F:21])[CH:23]=3)[CH2:19][CH2:20]2)=[C:8]2[C:3]=1[CH:4]=[CH:5][CH:6]=[N:7]2, predict the reactants needed to synthesize it. The reactants are: [Cl:1][C:2]1[CH:11]=[C:10]([C:12](=[O:14])[CH3:13])[C:9]([N:15]2[CH2:20][CH2:19][NH:18][CH2:17][CH2:16]2)=[C:8]2[C:3]=1[CH:4]=[CH:5][CH:6]=[N:7]2.[F:21][C:22]1[CH:23]=[C:24]([CH:28]=[CH:29][CH:30]=1)[C:25](Cl)=[O:26].C(N(CC)CC)C. (4) The reactants are: [H-].[Na+].[CH:3]1([S:6]([NH2:9])(=[O:8])=[O:7])[CH2:5][CH2:4]1.[CH3:10][CH:11]1[O:16][CH:15]([CH3:17])[CH2:14][N:13]([C:18]2[CH:19]=[C:20]([CH:24]3[C:33]([CH3:35])([CH3:34])[CH2:32][C:31]4[C:26](=[CH:27][CH:28]=[C:29]([C:36](O)=[O:37])[CH:30]=4)[NH:25]3)[CH:21]=[CH:22][CH:23]=2)[CH2:12]1.C(N1C=CN=C1)(N1C=CN=C1)=O. Given the product [CH3:10][CH:11]1[O:16][CH:15]([CH3:17])[CH2:14][N:13]([C:18]2[CH:19]=[C:20]([CH:24]3[C:33]([CH3:35])([CH3:34])[CH2:32][C:31]4[C:26](=[CH:27][CH:28]=[C:29]([C:36]([NH:9][S:6]([CH:3]5[CH2:5][CH2:4]5)(=[O:8])=[O:7])=[O:37])[CH:30]=4)[NH:25]3)[CH:21]=[CH:22][CH:23]=2)[CH2:12]1, predict the reactants needed to synthesize it. (5) Given the product [C:10]([O:14][C:15](=[O:44])[C@@H:16]([NH:36][C:37]([O:39][C:40]([CH3:43])([CH3:42])[CH3:41])=[O:38])[CH2:17][CH2:18][CH:19]([CH2:27][CH2:28][C:29]1[CH:30]=[CH:31][C:32]([O:35][CH2:3][CH2:2][F:1])=[CH:33][CH:34]=1)[C:20]([O:22][C:23]([CH3:24])([CH3:26])[CH3:25])=[O:21])([CH3:11])([CH3:12])[CH3:13], predict the reactants needed to synthesize it. The reactants are: [F:1][CH2:2][CH2:3]I.CN(C)C=O.[C:10]([O:14][C:15](=[O:44])[C@@H:16]([NH:36][C:37]([O:39][C:40]([CH3:43])([CH3:42])[CH3:41])=[O:38])[CH2:17][CH2:18][CH:19]([CH2:27][CH2:28][C:29]1[CH:34]=[CH:33][C:32]([OH:35])=[CH:31][CH:30]=1)[C:20]([O:22][C:23]([CH3:26])([CH3:25])[CH3:24])=[O:21])([CH3:13])([CH3:12])[CH3:11].O. (6) Given the product [CH3:25][O:26][C:27]1[CH:28]=[C:29]2[C:33](=[CH:34][CH:35]=1)[N:32]([C:36]([O:38][C:39]([CH3:42])([CH3:41])[CH3:40])=[O:37])[CH:31]=[C:30]2[C:2]1[N:14]([S:15]([C:18]2[CH:19]=[CH:20][C:21]([CH3:22])=[CH:23][CH:24]=2)(=[O:17])=[O:16])[C:5]2=[N:6][CH:7]=[C:8]3[CH:12]=[N:11][N:10]([CH3:13])[C:9]3=[C:4]2[CH:3]=1, predict the reactants needed to synthesize it. The reactants are: I[C:2]1[N:14]([S:15]([C:18]2[CH:24]=[CH:23][C:21]([CH3:22])=[CH:20][CH:19]=2)(=[O:17])=[O:16])[C:5]2=[N:6][CH:7]=[C:8]3[CH:12]=[N:11][N:10]([CH3:13])[C:9]3=[C:4]2[CH:3]=1.[CH3:25][O:26][C:27]1[CH:28]=[C:29]2[C:33](=[CH:34][CH:35]=1)[N:32]([C:36]([O:38][C:39]([CH3:42])([CH3:41])[CH3:40])=[O:37])[CH:31]=[C:30]2B1OC(C)(C)C(C)(C)O1.C([O-])([O-])=O.[Cs+].[Cs+].O. (7) Given the product [F:53][C:54]1[CH:55]=[C:56]([CH2:64][C:65]([N:1]2[C:9]3[C:4](=[CH:5][C:6]([C:10]4[C:18]5[C:17]([NH2:19])=[N:16][CH:15]=[N:14][C:13]=5[O:12][CH:11]=4)=[CH:7][CH:8]=3)[CH2:3][CH2:2]2)=[O:66])[CH:57]=[C:58]([C:60]([F:62])([F:63])[F:61])[CH:59]=1, predict the reactants needed to synthesize it. The reactants are: [NH:1]1[C:9]2[C:4](=[CH:5][C:6]([C:10]3[C:18]4[C:17]([NH2:19])=[N:16][CH:15]=[N:14][C:13]=4[O:12][CH:11]=3)=[CH:7][CH:8]=2)[CH2:3][CH2:2]1.CN(C(ON1N=NC2C=CC=NC1=2)=[N+](C)C)C.F[P-](F)(F)(F)(F)F.CCN(C(C)C)C(C)C.[F:53][C:54]1[CH:55]=[C:56]([CH2:64][C:65](O)=[O:66])[CH:57]=[C:58]([C:60]([F:63])([F:62])[F:61])[CH:59]=1. (8) Given the product [Cl:1][C:2]1[C:7]([F:8])=[CH:6][CH:5]=[C:4]([O:9][CH3:10])[C:3]=1[C@H:11]([C:13]1[C:21]2[C:16](=[N:17][CH:18]=[C:19]([C:32]3[C:33]([C:38]([F:41])([F:40])[F:39])=[N:34][N:35]([CH3:37])[CH:36]=3)[CH:20]=2)[NH:15][CH:14]=1)[CH3:12], predict the reactants needed to synthesize it. The reactants are: [Cl:1][C:2]1[C:7]([F:8])=[CH:6][CH:5]=[C:4]([O:9][CH3:10])[C:3]=1[C@H:11]([C:13]1[C:21]2[C:16](=[N:17][CH:18]=[C:19](B3OC(C)(C)C(C)(C)O3)[CH:20]=2)[NH:15][CH:14]=1)[CH3:12].Br[C:32]1[C:33]([C:38]([F:41])([F:40])[F:39])=[N:34][N:35]([CH3:37])[CH:36]=1.C([O-])([O-])=O.[K+].[K+].O. (9) Given the product [CH3:30][N:31]([CH3:35])[C:32]([N:27]1[CH2:28][CH2:29][N:24]([C:22]([C:17]2[NH:18][C:19]3[C:15]([CH:16]=2)=[CH:14][C:13]([O:12][CH:9]2[CH2:8][CH2:7][N:6]([CH:3]([CH3:5])[CH3:4])[CH2:11][CH2:10]2)=[CH:21][CH:20]=3)=[O:23])[CH2:25][CH2:26]1)=[O:33], predict the reactants needed to synthesize it. The reactants are: Cl.Cl.[CH:3]([N:6]1[CH2:11][CH2:10][CH:9]([O:12][C:13]2[CH:14]=[C:15]3[C:19](=[CH:20][CH:21]=2)[NH:18][C:17]([C:22]([N:24]2[CH2:29][CH2:28][NH:27][CH2:26][CH2:25]2)=[O:23])=[CH:16]3)[CH2:8][CH2:7]1)([CH3:5])[CH3:4].[CH3:30][N:31]([CH3:35])[C:32](Cl)=[O:33].